Dataset: Forward reaction prediction with 1.9M reactions from USPTO patents (1976-2016). Task: Predict the product of the given reaction. (1) Given the reactants COC([C:5]1[CH2:10][C:9]([C:13]2[CH:14]=[N:15][C:16]([Cl:19])=[CH:17][CH:18]=2)([C:11]#[N:12])[CH2:8][CH2:7][C:6]=1[OH:20])=O.[Cl-].[Na+].O, predict the reaction product. The product is: [Cl:19][C:16]1[N:15]=[CH:14][C:13]([C:9]2([C:11]#[N:12])[CH2:8][CH2:7][C:6](=[O:20])[CH2:5][CH2:10]2)=[CH:18][CH:17]=1. (2) Given the reactants [C:1]([C:3]1[CH:4]=[C:5]2[C:9](=[CH:10][CH:11]=1)[NH:8][CH:7]=[CH:6]2)#[N:2].C([Mg]Br)C.[CH3:16][C:17]1([CH3:25])[C:19]([CH3:21])([CH3:20])[CH:18]1[C:22](Cl)=[O:23], predict the reaction product. The product is: [CH3:16][C:17]1([CH3:25])[C:19]([CH3:21])([CH3:20])[CH:18]1[C:22]([C:6]1[C:5]2[C:9](=[CH:10][CH:11]=[C:3]([C:1]#[N:2])[CH:4]=2)[NH:8][CH:7]=1)=[O:23]. (3) Given the reactants [O:1]=[C:2]1[C:7]([CH:8]([NH:10][C:11](=O)[CH3:12])[CH3:9])=[N:6][N:5]=[C:4]([C:14]2[CH:19]=[CH:18][CH:17]=[CH:16][N:15]=2)[NH:3]1.P(Cl)(Cl)(Cl)=O.C(=O)([O-])O.[Na+], predict the reaction product. The product is: [CH3:9][C:8]1[N:10]=[C:11]([CH3:12])[N:6]2[C:7]=1[C:2](=[O:1])[NH:3][C:4]([C:14]1[CH:19]=[CH:18][CH:17]=[CH:16][N:15]=1)=[N:5]2. (4) Given the reactants [CH3:1][C@H:2]1[CH2:5][C@H:4]([CH:6]([N:10]2[CH:14]=[C:13]([C:15]3[C:16]4[CH:23]=[CH:22][N:21](COCC[Si](C)(C)C)[C:17]=4[N:18]=[CH:19][N:20]=3)[CH:12]=[N:11]2)[CH2:7][C:8]#[N:9])[CH2:3]1.F[B-](F)(F)F.[Li+].[OH-].[NH4+], predict the reaction product. The product is: [N:18]1[C:17]2[NH:21][CH:22]=[CH:23][C:16]=2[C:15]([C:13]2[CH:12]=[N:11][N:10]([CH:6]([C@H:4]3[CH2:5][C@H:2]([CH3:1])[CH2:3]3)[CH2:7][C:8]#[N:9])[CH:14]=2)=[N:20][CH:19]=1. (5) The product is: [F:34][C:35]1[C:44]([CH2:45][N:49]2[C:50](=[O:57])[C:51]3[C:56](=[CH:55][CH:54]=[CH:53][CH:52]=3)[C:48]2=[O:58])=[C:43]([F:47])[CH:42]=[C:41]2[C:36]=1[CH:37]=[CH:38][CH:39]=[N:40]2. Given the reactants N(/C(OC(C)C)=O)=N\C(OC(C)C)=O.C1(P(C2C=CC=CC=2)C2C=CC=CC=2)C=CC=CC=1.[F:34][C:35]1[C:44]([CH2:45]O)=[C:43]([F:47])[CH:42]=[C:41]2[C:36]=1[CH:37]=[CH:38][CH:39]=[N:40]2.[C:48]1(=[O:58])[C:56]2[C:51](=[CH:52][CH:53]=[CH:54][CH:55]=2)[C:50](=[O:57])[NH:49]1, predict the reaction product. (6) Given the reactants Cl[C:2]1[N:7]=[C:6]([C:8]2[N:12]3[CH:13]=[CH:14][CH:15]=[C:16]([F:17])[C:11]3=[N:10][C:9]=2[C:18]2[CH:19]=[C:20]([CH:32]=[CH:33][CH:34]=2)[C:21]([NH:23][C:24]2[C:29]([F:30])=[CH:28][CH:27]=[CH:26][C:25]=2[F:31])=[O:22])[CH:5]=[CH:4][N:3]=1.[CH3:35][O:36][C:37]1[CH:43]=[C:42]([N:44]2[CH2:49][CH2:48][CH:47]([N:50]3[CH2:55][CH2:54][N:53]([S:56]([CH3:59])(=[O:58])=[O:57])[CH2:52][CH2:51]3)[CH2:46][CH2:45]2)[CH:41]=[CH:40][C:38]=1[NH2:39].Cl.O1CCOCC1.C[O-].[Na+], predict the reaction product. The product is: [F:31][C:25]1[CH:26]=[CH:27][CH:28]=[C:29]([F:30])[C:24]=1[NH:23][C:21](=[O:22])[C:20]1[CH:32]=[CH:33][CH:34]=[C:18]([C:9]2[N:10]=[C:11]3[C:16]([F:17])=[CH:15][CH:14]=[CH:13][N:12]3[C:8]=2[C:6]2[CH:5]=[CH:4][N:3]=[C:2]([NH:39][C:38]3[CH:40]=[CH:41][C:42]([N:44]4[CH2:49][CH2:48][CH:47]([N:50]5[CH2:55][CH2:54][N:53]([S:56]([CH3:59])(=[O:58])=[O:57])[CH2:52][CH2:51]5)[CH2:46][CH2:45]4)=[CH:43][C:37]=3[O:36][CH3:35])[N:7]=2)[CH:19]=1. (7) The product is: [Cl:1][C:2]1[CH:7]=[CH:6][C:5]([Cl:8])=[CH:4][C:3]=1[C@H:9]1[CH2:14][N:13]([S:15]([C:18]2[S:19][CH:20]=[CH:21][CH:22]=2)(=[O:16])=[O:17])[CH2:12][CH2:11][N:10]1[C:23]1[CH:28]=[CH:27][C:26]([C@@:29]([OH:35])([CH3:34])[C:30]([F:32])([F:31])[F:33])=[CH:25][CH:24]=1. Given the reactants [Cl:1][C:2]1[CH:7]=[CH:6][C:5]([Cl:8])=[CH:4][C:3]=1[C@@H:9]1[CH2:14][N:13]([S:15]([C:18]2[S:19][CH:20]=[CH:21][CH:22]=2)(=[O:17])=[O:16])[CH2:12][CH2:11][N:10]1[C:23]1[CH:28]=[CH:27][C:26]([C@@:29]([OH:35])([CH3:34])[C:30]([F:33])([F:32])[F:31])=[CH:25][CH:24]=1.ClC1C=CC(Cl)=CC=1[C@H]1CN(S(C2SC=CC=2)(=O)=O)CCN1C1C=CC([C@](O)(C)C(F)(F)F)=CC=1.ClC1C=CC(Cl)=CC=1[C@@H]1CN(S(C2SC=CC=2)(=O)=O)CCN1C1C=CC([C@](O)(C)C(F)(F)F)=CC=1.C1N=C(N)C2N=CN([C@@H]3O[C@H](COP(OP(OC[C@H]4O[C@@H](N5C=C(C(N)=O)CC=C5)[C@H](O)[C@@H]4O)(O)=O)(O)=O)[C@@H](O)[C@H]3OP(O)(O)=O)C=2N=1, predict the reaction product. (8) Given the reactants [O:1]1CCO[CH:2]1[C:6]1[CH:27]=[C:9]2[C:10]([C:16](=[O:26])[CH2:17][C:18]3[C:23]([Cl:24])=[CH:22][N:21]=[CH:20][C:19]=3[Cl:25])=[CH:11][CH:12]=[C:13]([O:14][CH3:15])[N:8]2[N:7]=1.O.C1(C)C=CC(S(O)(=O)=O)=CC=1.C(=O)([O-])O.[Na+], predict the reaction product. The product is: [Cl:24][C:23]1[CH:22]=[N:21][CH:20]=[C:19]([Cl:25])[C:18]=1[CH2:17][C:16]([C:10]1[C:9]2[N:8]([N:7]=[C:6]([CH:2]=[O:1])[CH:27]=2)[C:13]([O:14][CH3:15])=[CH:12][CH:11]=1)=[O:26].